This data is from Catalyst prediction with 721,799 reactions and 888 catalyst types from USPTO. The task is: Predict which catalyst facilitates the given reaction. (1) Reactant: [C:1]1([C:23]2[CH:28]=[CH:27][CH:26]=[CH:25][CH:24]=2)[C:2]([C:7]([C:9]2[S:13][C:12]3[CH:14]=[CH:15][CH:16]=[CH:17][C:11]=3[C:10]=2[CH2:18][C:19]([O:21]C)=[O:20])=[O:8])=[CH:3][CH:4]=[CH:5][CH:6]=1.[OH-].[K+].O. Product: [C:1]1([C:23]2[CH:28]=[CH:27][CH:26]=[CH:25][CH:24]=2)[C:2]([C:7]([C:9]2[S:13][C:12]3[CH:14]=[CH:15][CH:16]=[CH:17][C:11]=3[C:10]=2[CH2:18][C:19]([OH:21])=[O:20])=[O:8])=[CH:3][CH:4]=[CH:5][CH:6]=1. The catalyst class is: 36. (2) Reactant: [OH:1][C:2]1[C:9]([N+:10]([O-:12])=[O:11])=[CH:8][C:7]([O:13][CH3:14])=[CH:6][C:3]=1[CH:4]=[O:5].[BH4-].[Na+].O.Cl. Product: [OH:5][CH2:4][C:3]1[CH:6]=[C:7]([O:13][CH3:14])[CH:8]=[C:9]([N+:10]([O-:12])=[O:11])[C:2]=1[OH:1]. The catalyst class is: 111. (3) Reactant: [OH:1][CH:2]1[CH2:15][C:4]2([CH2:7][N:6]([C:8]([O:10][C:11]([CH3:14])([CH3:13])[CH3:12])=[O:9])[CH2:5]2)[CH2:3]1.[CH3:16][S:17](Cl)(=[O:19])=[O:18].O. Product: [CH3:16][S:17]([O:1][CH:2]1[CH2:3][C:4]2([CH2:7][N:6]([C:8]([O:10][C:11]([CH3:12])([CH3:14])[CH3:13])=[O:9])[CH2:5]2)[CH2:15]1)(=[O:19])=[O:18]. The catalyst class is: 2. (4) Reactant: [C:1]([O:5][C:6](=[O:18])[NH:7][C@H:8]([C:11]1[CH:16]=[CH:15][CH:14]=[C:13]([Cl:17])[CH:12]=1)[CH2:9][NH2:10])([CH3:4])([CH3:3])[CH3:2].[C:19]1(=O)[CH2:24][CH2:23][CH2:22][CH2:21][CH2:20]1.[BH-](OC(C)=O)(OC(C)=O)OC(C)=O.[Na+]. Product: [C:1]([O:5][C:6](=[O:18])[NH:7][C@H:8]([C:11]1[CH:16]=[CH:15][CH:14]=[C:13]([Cl:17])[CH:12]=1)[CH2:9][NH:10][CH:19]1[CH2:24][CH2:23][CH2:22][CH2:21][CH2:20]1)([CH3:4])([CH3:2])[CH3:3]. The catalyst class is: 4. (5) Reactant: [NH2:1][C:2]1[N:7]=[CH:6][C:5]([CH2:8][CH:9]([C:15]2[N:16]=[CH:17][N:18]([CH2:20][C:21]#[C:22][CH3:23])[CH:19]=2)[C:10]([O:12]CC)=[O:11])=[CH:4][CH:3]=1.[OH-].[Na+].Cl. Product: [NH2:1][C:2]1[N:7]=[CH:6][C:5]([CH2:8][CH:9]([C:15]2[N:16]=[CH:17][N:18]([CH2:20][C:21]#[C:22][CH3:23])[CH:19]=2)[C:10]([OH:12])=[O:11])=[CH:4][CH:3]=1. The catalyst class is: 1.